Dataset: Reaction yield outcomes from USPTO patents with 853,638 reactions. Task: Predict the reaction yield, written as a fraction of the theoretical maximum amount of product (1.0 means a 100% yield; for example, 0.34 means a 34% yield). The reactants are [CH3:1][O:2][C:3]1[CH:4]=[C:5]2[C:10](=[CH:11][C:12]=1[O:13][CH3:14])[N:9]=[CH:8][CH:7]=[C:6]2[O:15][C:16]1[CH:21]=[CH:20][C:19]([NH:22][C:23](=O)[CH2:24][O:25][C:26]2[C:31]([O:32][CH3:33])=[CH:30][CH:29]=[CH:28][C:27]=2[O:34][CH3:35])=[CH:18][C:17]=1[CH3:37].Cl.[OH-].[Na+]. The catalyst is O1CCCC1. The product is [CH3:33][O:32][C:31]1[CH:30]=[CH:29][CH:28]=[C:27]([O:34][CH3:35])[C:26]=1[O:25][CH2:24][CH2:23][NH:22][C:19]1[CH:20]=[CH:21][C:16]([O:15][C:6]2[C:5]3[C:10](=[CH:11][C:12]([O:13][CH3:14])=[C:3]([O:2][CH3:1])[CH:4]=3)[N:9]=[CH:8][CH:7]=2)=[C:17]([CH3:37])[CH:18]=1. The yield is 0.800.